Predict the reaction yield, written as a fraction of the theoretical maximum amount of product (1.0 means a 100% yield; for example, 0.34 means a 34% yield). From a dataset of Reaction yield outcomes from USPTO patents with 853,638 reactions. (1) The reactants are [C:1]([NH:4][C:5]1[CH:10]=[C:9]([C:11]2[O:12][C:13]([C:17]([O:19]CC)=[O:18])=[C:14]([I:16])[N:15]=2)[C:8]([CH3:22])=[CH:7][N:6]=1)(=[O:3])[CH3:2].[Li+].[OH-]. The catalyst is C1COCC1.O. The product is [C:1]([NH:4][C:5]1[CH:10]=[C:9]([C:11]2[O:12][C:13]([C:17]([OH:19])=[O:18])=[C:14]([I:16])[N:15]=2)[C:8]([CH3:22])=[CH:7][N:6]=1)(=[O:3])[CH3:2]. The yield is 0.810. (2) The reactants are [F:1][C:2]([C:5]1[O:9][N:8]=[C:7]([C:10]2[S:14][C:13]([S:15]([OH:18])(=O)=[O:16])=[CH:12][CH:11]=2)[CH:6]=1)([F:4])[CH3:3].CN(C)C=O.S(Cl)([Cl:26])=O. No catalyst specified. The product is [F:1][C:2]([C:5]1[O:9][N:8]=[C:7]([C:10]2[S:14][C:13]([S:15]([Cl:26])(=[O:18])=[O:16])=[CH:12][CH:11]=2)[CH:6]=1)([F:4])[CH3:3]. The yield is 0.680. (3) The reactants are Br[C:2]1[CH:21]=[CH:20][C:5]2[O:6][C:7]3[CH:15]=[C:14]([O:16]C)[CH:13]=[C:12]([O:18]C)[C:8]=3[C:9](=O)[CH2:10][C:4]=2[CH:3]=1.[C:22]1(P([C:22]2[CH:27]=[CH:26][CH:25]=[CH:24][CH:23]=2)[C:22]2[CH:27]=[CH:26][CH:25]=[CH:24][CH:23]=2)[CH:27]=[CH:26][CH:25]=[CH:24][CH:23]=1.C#CCCCC.C(N(CC)C(C)C)(C)C. The catalyst is [Cu](I)I.C(#N)C. The product is [CH2:26]([C:2]1[CH:3]=[CH:4][C:5]2[O:6][C:7]3[CH:15]=[C:14]([OH:16])[CH:13]=[C:12]([OH:18])[C:8]=3[CH2:9][CH2:10][C:20]=2[CH:21]=1)[CH2:27][CH2:22][CH2:23][CH2:24][CH3:25]. The yield is 0.243. (4) The yield is 0.880. The reactants are [CH3:1][C:2]([CH3:14])([CH3:13])[C:3]([NH:5][C:6]1[CH:11]=[CH:10][CH:9]=[CH:8][C:7]=1[CH3:12])=O.[Li]CCCC.[NH4+].[Cl-]. The product is [C:2]([C:3]1[NH:5][C:6]2[C:7]([CH:12]=1)=[CH:8][CH:9]=[CH:10][CH:11]=2)([CH3:14])([CH3:13])[CH3:1]. The catalyst is C1COCC1. (5) The reactants are [Br:1][C:2]1[CH:3]=[CH:4][C:5]2[O:14][CH2:13][CH2:12][N:11]3[C:7](=[N:8][C:9](I)=[CH:10]3)[C:6]=2[CH:16]=1.[CH3:17][C:18]1[CH:23]=[CH:22][N:21]=[C:20]([Sn](CCCC)(CCCC)CCCC)[CH:19]=1. The catalyst is CN(C=O)C.[Cu](I)I. The product is [Br:1][C:2]1[CH:3]=[CH:4][C:5]2[O:14][CH2:13][CH2:12][N:11]3[C:7](=[N:8][C:9]([C:20]4[CH:19]=[C:18]([CH3:17])[CH:23]=[CH:22][N:21]=4)=[CH:10]3)[C:6]=2[CH:16]=1. The yield is 0.870. (6) The reactants are Cl[CH2:2][C:3]1[CH:8]=[CH:7][C:6]([CH:9]=[CH2:10])=[CH:5][CH:4]=1.[C:11]1(=[O:21])[NH:15][C:14](=[O:16])[C:13]2=[CH:17][CH:18]=[CH:19][CH:20]=[C:12]12.[K]. The catalyst is CN(C=O)C.O. The product is [CH:9]([C:6]1[CH:7]=[CH:8][C:3]([CH2:2][N:15]2[C:11](=[O:21])[C:12]3[C:13](=[CH:17][CH:18]=[CH:19][CH:20]=3)[C:14]2=[O:16])=[CH:4][CH:5]=1)=[CH2:10]. The yield is 0.460. (7) The reactants are Br[CH2:2][C:3]([C:5]1[CH:10]=[CH:9][C:8]([CH3:11])=[CH:7][CH:6]=1)=O.[NH2:12][C:13]([NH2:15])=[S:14]. The catalyst is CCO. The product is [C:8]1([CH3:11])[CH:9]=[CH:10][C:5]([C:3]2[N:12]=[C:13]([NH2:15])[S:14][CH:2]=2)=[CH:6][CH:7]=1. The yield is 0.990.